This data is from Full USPTO retrosynthesis dataset with 1.9M reactions from patents (1976-2016). The task is: Predict the reactants needed to synthesize the given product. (1) Given the product [Cl:37][C:34]1[CH:35]=[CH:36][C:31]([C@@H:12]2[C@@H:11]([OH:47])[C@H:10]([CH2:48][OH:49])[C@@H:9]([OH:8])[C@H:14]([OH:15])[C@H:13]2[OH:23])=[CH:32][C:33]=1[CH2:38][C:39]1[CH:40]=[CH:41][C:42]([CH2:45][CH3:46])=[CH:43][CH:44]=1, predict the reactants needed to synthesize it. The reactants are: C([O:8][C@H:9]1[C@H:14]([O:15]CC2C=CC=CC=2)[C@@H:13]([O:23]CC2C=CC=CC=2)[C@H:12]([C:31]2[CH:36]=[CH:35][C:34]([Cl:37])=[C:33]([CH2:38][C:39]3[CH:44]=[CH:43][C:42]([CH2:45][CH3:46])=[CH:41][CH:40]=3)[CH:32]=2)[C@@H:11]([OH:47])[C@@H:10]1[CH2:48][O:49]CC1C=CC=CC=1)C1C=CC=CC=1.CO.ClC1C=CC=CC=1Cl.[H][H]. (2) Given the product [CH3:18][O:16][C:15](=[O:17])[CH2:14][C:11]1[CH:10]=[CH:9][C:8]([C:6]([O:5][C:1]([CH3:4])([CH3:2])[CH3:3])=[O:7])=[CH:13][CH:12]=1, predict the reactants needed to synthesize it. The reactants are: [C:1]([O:5][C:6]([C:8]1[CH:13]=[CH:12][C:11]([CH2:14][C:15]([OH:17])=[O:16])=[CH:10][CH:9]=1)=[O:7])([CH3:4])([CH3:3])[CH3:2].[CH3:18]CN=C=NCCCN(C)C.CO. (3) The reactants are: [O:1]=[C:2]1[C:11]2[C:6](=[C:7]([C:12]([OH:14])=[O:13])[CH:8]=[CH:9][CH:10]=2)[N:5]=[CH:4][NH:3]1.S(=O)(=O)(O)O.[OH-].[Na+].[CH3:22]O. Given the product [O:1]=[C:2]1[C:11]2[C:6](=[C:7]([C:12]([O:14][CH3:22])=[O:13])[CH:8]=[CH:9][CH:10]=2)[N:5]=[CH:4][NH:3]1, predict the reactants needed to synthesize it. (4) Given the product [C:1]([O:5][C:6]([N:8]1[CH2:13][CH2:12][N:11]([C:14](=[O:24])[C:15]2[CH:23]=[CH:22][CH:21]=[CH:20][C:16]=2[C:17]([OH:19])=[O:18])[CH2:10][CH2:9]1)=[O:7])([CH3:4])([CH3:2])[CH3:3], predict the reactants needed to synthesize it. The reactants are: [C:1]([O:5][C:6]([N:8]1[CH2:13][CH2:12][NH:11][CH2:10][CH2:9]1)=[O:7])([CH3:4])([CH3:3])[CH3:2].[C:14]1(=[O:24])[O:19][C:17](=[O:18])[C:16]2=[CH:20][CH:21]=[CH:22][CH:23]=[C:15]12. (5) Given the product [CH:9](/[C:2]1[S:6][CH:5]=[C:4]([CH:7]=[O:8])[CH:3]=1)=[CH:10]\[C:11]1[CH:16]=[CH:15][CH:14]=[CH:13][CH:12]=1, predict the reactants needed to synthesize it. The reactants are: I[C:2]1[S:6][CH:5]=[C:4]([CH:7]=[O:8])[CH:3]=1.[CH:9](/B(O)O)=[CH:10]\[C:11]1[CH:16]=[CH:15][CH:14]=[CH:13][CH:12]=1.ClC1C=CC(CC2C=C(C=O)SC=2)=CC=1. (6) Given the product [Br:1][C:2]1[CH:7]=[CH:6][C:5]([C:8]([C:10]2[CH:11]=[CH:12][CH:13]=[CH:14][CH:15]=2)([OH:9])[CH3:17])=[CH:4][C:3]=1[CH3:16], predict the reactants needed to synthesize it. The reactants are: [Br:1][C:2]1[CH:7]=[CH:6][C:5]([C:8]([C:10]2[CH:15]=[CH:14][CH:13]=[CH:12][CH:11]=2)=[O:9])=[CH:4][C:3]=1[CH3:16].[CH3:17][Mg]Br. (7) The reactants are: [C:1]([CH:5]1[CH2:10][CH2:9][CH:8]([O:11][C:12]2[CH:13]=[C:14]3[C:19](=[CH:20][CH:21]=2)[CH:18]=[C:17]([C@:22]2([CH3:28])[CH2:26][O:25]C(=O)[NH:23]2)[CH:16]=[CH:15]3)[CH2:7][CH2:6]1)([CH3:4])([CH3:3])[CH3:2].C(O)C.O.[OH-].[Li+]. Given the product [NH2:23][C@@:22]([C:17]1[CH:16]=[CH:15][C:14]2[C:19](=[CH:20][CH:21]=[C:12]([O:11][C@H:8]3[CH2:7][CH2:6][C@H:5]([C:1]([CH3:4])([CH3:3])[CH3:2])[CH2:10][CH2:9]3)[CH:13]=2)[CH:18]=1)([CH3:28])[CH2:26][OH:25], predict the reactants needed to synthesize it.